Dataset: Reaction yield outcomes from USPTO patents with 853,638 reactions. Task: Predict the reaction yield, written as a fraction of the theoretical maximum amount of product (1.0 means a 100% yield; for example, 0.34 means a 34% yield). (1) The reactants are [C:1]([C:5]1[CH:6]=[C:7](B(O)O)[CH:8]=[CH:9][CH:10]=1)([CH3:4])([CH3:3])[CH3:2].Br[C:15]1[CH:21]=[C:20]([C:22]([CH3:25])([CH3:24])[CH3:23])[CH:19]=[CH:18][C:16]=1[NH2:17].C1(P(C2C=CC=CC=2)C2C=CC=CC=2)C=CC=CC=1.C(=O)([O-])[O-].[K+].[K+]. The catalyst is COCCOC.C([O-])(=O)C.[Pd+2].C([O-])(=O)C. The product is [NH2:17][C:16]1[CH:18]=[CH:19][C:20]([C:22]([CH3:25])([CH3:24])[CH3:23])=[CH:21][C:15]=1[C:9]1[CH:8]=[CH:7][CH:6]=[C:5]([C:1]([CH3:4])([CH3:3])[CH3:2])[CH:10]=1. The yield is 0.570. (2) The reactants are [F:1][C:2]1[CH:3]=[C:4]([C:8](=[O:10])[CH3:9])[CH:5]=[CH:6][CH:7]=1.[CH3:11][N:12]([CH:14](OC)OC)[CH3:13]. No catalyst specified. The product is [CH3:11][N:12]([CH3:14])/[CH:13]=[CH:9]/[C:8]([C:4]1[CH:5]=[CH:6][CH:7]=[C:2]([F:1])[CH:3]=1)=[O:10]. The yield is 0.920. (3) The reactants are [OH-].[Na+].[O:3]1[CH:7]=[CH:6][CH:5]=[C:4]1/[C:8](=[N:16]\[O:17][CH2:18][C:19]1[CH:24]=[CH:23][C:22]([O:25][CH2:26][C:27]2[N:28]=[C:29]([C:33]3[CH:38]=[CH:37][CH:36]=[CH:35][CH:34]=3)[O:30][C:31]=2[CH3:32])=[CH:21][CH:20]=1)/[CH2:9][CH2:10][C:11]([O:13]CC)=[O:12].CO.Cl. The catalyst is O1CCCC1. The product is [O:3]1[CH:7]=[CH:6][CH:5]=[C:4]1/[C:8](=[N:16]\[O:17][CH2:18][C:19]1[CH:24]=[CH:23][C:22]([O:25][CH2:26][C:27]2[N:28]=[C:29]([C:33]3[CH:34]=[CH:35][CH:36]=[CH:37][CH:38]=3)[O:30][C:31]=2[CH3:32])=[CH:21][CH:20]=1)/[CH2:9][CH2:10][C:11]([OH:13])=[O:12]. The yield is 0.930. (4) The reactants are [C:1]([O:5][C:6]([N:8]1[C@H:12]([C:13]([OH:15])=O)[CH2:11][S:10][CH2:9]1)=[O:7])([CH3:4])([CH3:3])[CH3:2].[CH3:16][C:17]1([CH3:25])[O:24][C:22](=[O:23])[CH2:21][C:19](=[O:20])[O:18]1. No catalyst specified. The product is [CH3:16][C:17]1([CH3:25])[O:24][C:22](=[O:23])[CH:21]([C:13]([C@@H:12]2[CH2:11][S:10][CH2:9][N:8]2[C:6]([O:5][C:1]([CH3:2])([CH3:3])[CH3:4])=[O:7])=[O:15])[C:19](=[O:20])[O:18]1. The yield is 0.890. (5) The reactants are [F:1][C:2]([F:15])([F:14])[S:3]([O:6]S(C(F)(F)F)(=O)=O)(=[O:5])=[O:4].O[C:17]1[CH:18]=[CH:19][C:20]([C:23]2[N:27]([C:28]3[CH:29]=[N:30][C:31]([CH3:34])=[CH:32][CH:33]=3)[N:26]=[C:25]([C:35]([O:37][CH2:38][CH3:39])=[O:36])[CH:24]=2)=[N:21][CH:22]=1.O.C(Cl)(Cl)Cl. The catalyst is ClCCl.N1C=CC=CC=1. The product is [CH3:34][C:31]1[N:30]=[CH:29][C:28]([N:27]2[C:23]([C:20]3[CH:19]=[CH:18][C:17]([O:6][S:3]([C:2]([F:15])([F:14])[F:1])(=[O:5])=[O:4])=[CH:22][N:21]=3)=[CH:24][C:25]([C:35]([O:37][CH2:38][CH3:39])=[O:36])=[N:26]2)=[CH:33][CH:32]=1. The yield is 0.990. (6) The reactants are I[C:2]1[CH:7]=[CH:6][C:5]([NH:8][C:9](=[O:11])[CH3:10])=[CH:4][CH:3]=1.C([O-])(O)=O.[Na+].[CH2:17]([OH:20])[CH:18]=[CH2:19]. The catalyst is [Cl-].C([N+](CCCC)(CCCC)CCCC)CCC.Cl[Pd]Cl.CN(C=O)C. The product is [C:9]([NH:8][C:5]1[CH:6]=[CH:7][C:2]([CH2:19][CH2:18][CH:17]=[O:20])=[CH:3][CH:4]=1)(=[O:11])[CH3:10]. The yield is 0.231. (7) The reactants are CS(O[CH2:6][CH2:7]/[CH:8]=[CH:9]/[C:10]1[CH:15]=[CH:14][C:13]([Cl:16])=[C:12]([Cl:17])[CH:11]=1)(=O)=O.[N-:18]=[N+:19]=[N-:20].[Na+]. The catalyst is CN(C=O)C.CCOC(C)=O. The product is [N:18]([CH2:6][CH2:7]/[CH:8]=[CH:9]/[C:10]1[CH:15]=[CH:14][C:13]([Cl:16])=[C:12]([Cl:17])[CH:11]=1)=[N+:19]=[N-:20]. The yield is 0.870.